Predict the reactants needed to synthesize the given product. From a dataset of Full USPTO retrosynthesis dataset with 1.9M reactions from patents (1976-2016). Given the product [S:12]([N:1]1[C:9]2[C:4](=[CH:5][CH:6]=[CH:7][CH:8]=2)[CH:3]=[CH:2]1)([C:15]1[CH:21]=[CH:20][C:18]([CH3:19])=[CH:17][CH:16]=1)(=[O:14])=[O:13], predict the reactants needed to synthesize it. The reactants are: [NH:1]1[C:9]2[C:4](=[CH:5][CH:6]=[CH:7][CH:8]=2)[CH:3]=[CH:2]1.[H-].[Na+].[S:12](Cl)([C:15]1[CH:21]=[CH:20][C:18]([CH3:19])=[CH:17][CH:16]=1)(=[O:14])=[O:13].Cl.